From a dataset of Forward reaction prediction with 1.9M reactions from USPTO patents (1976-2016). Predict the product of the given reaction. (1) Given the reactants [Cl:1][C:2]1[CH:11]=[N:10][C:5]2[S:6][CH2:7][CH2:8][NH:9][C:4]=2[CH:3]=1.[H-].[Na+].Cl[C:15]1[C:24]2[C:19](=[CH:20][CH:21]=[CH:22][C:23]=2[F:25])[N:18]=[C:17]([C:26]2[CH:31]=[CH:30][CH:29]=[CH:28][N:27]=2)[C:16]=1[CH3:32], predict the reaction product. The product is: [Cl:1][C:2]1[CH:11]=[N:10][C:5]2[S:6][CH2:7][CH2:8][N:9]([C:15]3[C:24]4[C:19](=[CH:20][CH:21]=[CH:22][C:23]=4[F:25])[N:18]=[C:17]([C:26]4[CH:31]=[CH:30][CH:29]=[CH:28][N:27]=4)[C:16]=3[CH3:32])[C:4]=2[CH:3]=1. (2) Given the reactants [Cl:1][C:2]1[CH:16]=[CH:15][C:5]([CH2:6][O:7][C:8]2[N:13]=[CH:12][NH:11][C:10](=[O:14])[CH:9]=2)=[CH:4][CH:3]=1.[CH:17]1([C:20]2[N:21]=[C:22]3[CH:27]=[CH:26][C:25](B(O)O)=[CH:24][N:23]3[C:31]=2[CH3:32])[CH2:19][CH2:18]1.C(Cl)Cl.CO, predict the reaction product. The product is: [Cl:1][C:2]1[CH:3]=[CH:4][C:5]([CH2:6][O:7][C:8]2[N:13]=[CH:12][N:11]([C:25]3[CH:26]=[CH:27][C:22]4[N:23]([C:31]([CH3:32])=[C:20]([CH:17]5[CH2:19][CH2:18]5)[N:21]=4)[CH:24]=3)[C:10](=[O:14])[CH:9]=2)=[CH:15][CH:16]=1. (3) Given the reactants [Cl:1][C:2]1[C:7]([Cl:8])=[CH:6][CH:5]=[CH:4][C:3]=1[N:9]=[C:10]1[NH:14][CH2:13][C:12]([CH3:16])([CH3:15])[S:11]1.C1OC1, predict the reaction product. The product is: [ClH:1].[Cl:1][C:2]1[C:7]([Cl:8])=[CH:6][CH:5]=[CH:4][C:3]=1[N:9]=[C:10]1[NH:14][CH2:13][C:12]([CH3:16])([CH3:15])[S:11]1. (4) Given the reactants [C:1]1([C:7]2[N:12]=[N:11][C:10]([N:13]3[CH2:17][C@@H:16]4[CH2:18][N:19]([C:21](OC(C)(C)C)=O)[CH2:20][C@@H:15]4[CH2:14]3)=[CH:9][CH:8]=2)[CH:6]=[CH:5][CH:4]=[CH:3][CH:2]=1.C=O, predict the reaction product. The product is: [CH3:21][N:19]1[CH2:18][C@@H:16]2[C@@H:15]([CH2:14][N:13]([C:10]3[N:11]=[N:12][C:7]([C:1]4[CH:2]=[CH:3][CH:4]=[CH:5][CH:6]=4)=[CH:8][CH:9]=3)[CH2:17]2)[CH2:20]1. (5) Given the reactants [CH3:1][O:2][C:3]([C@@H:5]1[CH2:9][C@H:8]([CH2:10][CH:11]=[CH2:12])[C:7](=O)[N:6]1[C:14]([O:16][C:17]([CH3:20])([CH3:19])[CH3:18])=[O:15])=[O:4].C(=O)(O)[O-].[Na+].O.OO, predict the reaction product. The product is: [CH3:1][O:2][C:3]([C@@H:5]1[CH2:9][C@H:8]([CH2:10][CH:11]=[CH2:12])[CH2:7][N:6]1[C:14]([O:16][C:17]([CH3:20])([CH3:19])[CH3:18])=[O:15])=[O:4]. (6) Given the reactants [F:1][C:2]1[C:10]([O:11][CH3:12])=[C:9]([F:13])[C:8]([F:14])=[CH:7][C:3]=1[C:4]([OH:6])=[O:5].[C:15](Cl)(=O)[C:16](Cl)=O.C(O)C.C([O-])(O)=O.[Na+], predict the reaction product. The product is: [CH2:15]([O:5][C:4](=[O:6])[C:3]1[CH:7]=[C:8]([F:14])[C:9]([F:13])=[C:10]([O:11][CH3:12])[C:2]=1[F:1])[CH3:16]. (7) Given the reactants [CH:1]1([S:4]([N:7]2[CH2:12][CH2:11][N:10]([C:13]3[CH:18]=[CH:17][C:16]([C:19]4[N:28]=[C:27]([NH:29][CH2:30][C@@H:31]5[O:36][CH2:35][CH2:34][N:33](C(OC(C)(C)C)=O)[CH2:32]5)[C:26]5[C:21](=[N:22][CH:23]=[CH:24][N:25]=5)[CH:20]=4)=[CH:15][CH:14]=3)[CH2:9][CH2:8]2)(=[O:6])=[O:5])[CH2:3][CH2:2]1.Cl.CC(=O)OCC, predict the reaction product. The product is: [CH:1]1([S:4]([N:7]2[CH2:12][CH2:11][N:10]([C:13]3[CH:14]=[CH:15][C:16]([C:19]4[N:28]=[C:27]([NH:29][CH2:30][C@H:31]5[O:36][CH2:35][CH2:34][NH:33][CH2:32]5)[C:26]5[C:21](=[N:22][CH:23]=[CH:24][N:25]=5)[CH:20]=4)=[CH:17][CH:18]=3)[CH2:9][CH2:8]2)(=[O:5])=[O:6])[CH2:3][CH2:2]1. (8) The product is: [CH3:33][C:30]1[CH:29]=[CH:28][C:27]([S:24]([N:8]2[C:4]3=[N:5][CH:6]=[CH:7][C:2]([B:34]4[O:38][C:37]([CH3:40])([CH3:39])[C:36]([CH3:42])([CH3:41])[O:35]4)=[C:3]3[CH:10]=[C:9]2[C:11]2[CH2:12][CH2:13][CH2:14][N:15]([C:17]([O:19][C:20]([CH3:22])([CH3:21])[CH3:23])=[O:18])[CH:16]=2)(=[O:25])=[O:26])=[CH:32][CH:31]=1. Given the reactants Br[C:2]1[CH:7]=[CH:6][N:5]=[C:4]2[N:8]([S:24]([C:27]3[CH:32]=[CH:31][C:30]([CH3:33])=[CH:29][CH:28]=3)(=[O:26])=[O:25])[C:9]([C:11]3[CH2:12][CH2:13][CH2:14][N:15]([C:17]([O:19][C:20]([CH3:23])([CH3:22])[CH3:21])=[O:18])[CH:16]=3)=[CH:10][C:3]=12.[B:34]1([B:34]2[O:38][C:37]([CH3:40])([CH3:39])[C:36]([CH3:42])([CH3:41])[O:35]2)[O:38][C:37]([CH3:40])([CH3:39])[C:36]([CH3:42])([CH3:41])[O:35]1, predict the reaction product. (9) Given the reactants [CH3:1][S:2]([C:5]1[CH:10]=[CH:9][C:8]([C:11]2[C:12]3[N:13]([N:17]=[C:18]([NH2:20])[N:19]=3)[CH:14]=[CH:15][CH:16]=2)=[CH:7][CH:6]=1)(=[O:4])=[O:3].Br[C:22]1[CH:23]=[C:24]([N:28]2[CH2:33][CH2:32][N:31]([CH3:34])[CH2:30][CH2:29]2)[CH:25]=[CH:26][CH:27]=1.C1(P(C2CCCCC2)C2C=CC=CC=2C2C=CC=CC=2P(C2CCCCC2)C2CCCCC2)CCCCC1, predict the reaction product. The product is: [CH3:1][S:2]([C:5]1[CH:10]=[CH:9][C:8]([C:11]2[C:12]3[N:13]([N:17]=[C:18]([NH:20][C:22]4[CH:27]=[CH:26][CH:25]=[C:24]([N:28]5[CH2:33][CH2:32][N:31]([CH3:34])[CH2:30][CH2:29]5)[CH:23]=4)[N:19]=3)[CH:14]=[CH:15][CH:16]=2)=[CH:7][CH:6]=1)(=[O:3])=[O:4].